Dataset: Catalyst prediction with 721,799 reactions and 888 catalyst types from USPTO. Task: Predict which catalyst facilitates the given reaction. (1) Reactant: [CH:1]1([OH:5])[CH2:4][CH2:3][CH2:2]1.ClC(Cl)(O[C:10](=[O:16])OC(Cl)(Cl)Cl)Cl.C(N(CC)C(C)C)(C)C.[Br:27][C:28]1[CH:29]=[C:30]2[C:35](=[CH:36][CH:37]=1)[N:34]([C:38](=[O:40])[CH3:39])[C@@H:33]([CH3:41])[CH2:32][NH:31]2. Product: [C:38]([N:34]1[C:35]2[C:30](=[CH:29][C:28]([Br:27])=[CH:37][CH:36]=2)[N:31]([C:10]([O:5][CH:1]2[CH2:4][CH2:3][CH2:2]2)=[O:16])[CH2:32][C@@H:33]1[CH3:41])(=[O:40])[CH3:39]. The catalyst class is: 26. (2) Reactant: [NH:1]1[C:9]2[C:4](=[CH:5][CH:6]=[CH:7][CH:8]=2)[CH2:3][CH2:2]1.C(N(CC)CC)C.[N+:17]([C:20]1[CH:25]=[CH:24][CH:23]=[CH:22][C:21]=1[S:26](Cl)(=[O:28])=[O:27])([O-:19])=[O:18]. Product: [N+:17]([C:20]1[CH:25]=[CH:24][CH:23]=[CH:22][C:21]=1[S:26]([N:1]1[C:9]2[C:4](=[CH:5][CH:6]=[CH:7][CH:8]=2)[CH2:3][CH2:2]1)(=[O:28])=[O:27])([O-:19])=[O:18]. The catalyst class is: 34. (3) Reactant: [CH3:1][C:2]([Si:5]([CH3:16])([CH3:15])[O:6][CH2:7][C:8]1[CH:13]=[CH:12][NH:11][C:10](=[O:14])[CH:9]=1)([CH3:4])[CH3:3].Br[C:18]1[CH:19]=[CH:20][C:21]([N:24]2[CH2:28][CH2:27][CH:26]([N:29]([CH3:31])[CH3:30])[CH2:25]2)=[N:22][CH:23]=1.CN[C@@H]1CCCC[C@H]1NC.C(=O)([O-])[O-].[K+].[K+]. Product: [CH3:30][N:29]([CH3:31])[CH:26]1[CH2:27][CH2:28][N:24]([C:21]2[N:22]=[CH:23][C:18]([N:11]3[CH:12]=[CH:13][C:8]([CH2:7][O:6][Si:5]([C:2]([CH3:1])([CH3:3])[CH3:4])([CH3:16])[CH3:15])=[CH:9][C:10]3=[O:14])=[CH:19][CH:20]=2)[CH2:25]1. The catalyst class is: 321. (4) Reactant: C(N(CC)CC)C.[NH2:8][CH2:9][CH2:10][CH2:11][CH2:12][N:13]1[C:21]2[C:20]([CH3:22])=[C:19]([CH3:23])[N:18]=[C:17]([NH2:24])[C:16]=2[N:15]=[C:14]1[CH2:25][CH2:26][CH2:27][CH3:28].[CH3:29][S:30](O[S:30]([CH3:29])(=[O:32])=[O:31])(=[O:32])=[O:31]. Product: [NH2:24][C:17]1[C:16]2[N:15]=[C:14]([CH2:25][CH2:26][CH2:27][CH3:28])[N:13]([CH2:12][CH2:11][CH2:10][CH2:9][NH:8][S:30]([CH3:29])(=[O:32])=[O:31])[C:21]=2[C:20]([CH3:22])=[C:19]([CH3:23])[N:18]=1. The catalyst class is: 4. (5) Reactant: [C:1]([NH:4][CH2:5][C:6]1[CH:11]=[CH:10][C:9]([S:12](Cl)(=[O:14])=[O:13])=[CH:8][CH:7]=1)(=[O:3])[CH3:2].[CH3:16][O:17][C:18]1[CH:24]=[CH:23][C:22]([O:25][CH3:26])=[CH:21][C:19]=1[NH2:20].N1C=CC=CC=1. Product: [CH3:16][O:17][C:18]1[CH:24]=[CH:23][C:22]([O:25][CH3:26])=[CH:21][C:19]=1[NH:20][S:12]([C:9]1[CH:10]=[CH:11][C:6]([CH2:5][NH:4][C:1](=[O:3])[CH3:2])=[CH:7][CH:8]=1)(=[O:14])=[O:13]. The catalyst class is: 44. (6) Reactant: C(OC(=O)[NH:7][CH:8]1[C:17]2[C:12](=[CH:13][C:14]([CH:18]=[CH:19][C:20]#[N:21])=[CH:15][CH:16]=2)[CH2:11][CH2:10][CH2:9]1)(C)(C)C.C(O)(C(F)(F)F)=O. The catalyst class is: 2. Product: [NH2:7][CH:8]1[CH2:9][CH2:10][CH2:11][C:12]2[CH:13]=[C:14]([CH:18]=[CH:19][C:20]#[N:21])[CH:15]=[CH:16][C:17]1=2. (7) Reactant: [NH2:1][C:2]1[CH:7]=[CH:6][C:5]([C:8]2[CH:13]=[CH:12][C:11]([CH:14]([CH3:25])[C:15]([O:17][CH2:18][C:19]3[CH:24]=[CH:23][CH:22]=[CH:21][CH:20]=3)=[O:16])=[CH:10][C:9]=2[F:26])=[CH:4][CH:3]=1.C(N(CC)CC)C.[Cl:34][CH2:35][C:36](Cl)=[O:37]. Product: [Cl:34][CH2:35][C:36]([NH:1][C:2]1[CH:3]=[CH:4][C:5]([C:8]2[CH:13]=[CH:12][C:11]([CH:14]([CH3:25])[C:15]([O:17][CH2:18][C:19]3[CH:20]=[CH:21][CH:22]=[CH:23][CH:24]=3)=[O:16])=[CH:10][C:9]=2[F:26])=[CH:6][CH:7]=1)=[O:37]. The catalyst class is: 2. (8) Reactant: [CH:1]12[NH:8][CH:5]([CH2:6][CH2:7]1)[CH2:4][CH2:3][CH2:2]2.C([O-])([O-])=O.[K+].[K+].[CH3:15][O:16][C:17](=[O:44])[CH2:18][C@H:19]1[C:23]2[CH:24]=[CH:25][C:26]([O:28][C@H:29]3[C:37]4[C:32](=[C:33]([CH2:42]Br)[C:34]([C:38]([F:41])([F:40])[F:39])=[CH:35][CH:36]=4)[CH2:31][CH2:30]3)=[CH:27][C:22]=2[O:21][CH2:20]1.O. Product: [CH3:15][O:16][C:17](=[O:44])[CH2:18][C@H:19]1[C:23]2[CH:24]=[CH:25][C:26]([O:28][C@H:29]3[C:37]4[C:32](=[C:33]([CH2:42][N:8]5[CH:5]6[CH2:6][CH2:7][CH:1]5[CH2:2][CH2:3][CH2:4]6)[C:34]([C:38]([F:41])([F:39])[F:40])=[CH:35][CH:36]=4)[CH2:31][CH2:30]3)=[CH:27][C:22]=2[O:21][CH2:20]1. The catalyst class is: 391.